This data is from Peptide-MHC class II binding affinity with 134,281 pairs from IEDB. The task is: Regression. Given a peptide amino acid sequence and an MHC pseudo amino acid sequence, predict their binding affinity value. This is MHC class II binding data. (1) The peptide sequence is VLRTKLMTSRRVLER. The MHC is DRB1_1101 with pseudo-sequence DRB1_1101. The binding affinity (normalized) is 0.651. (2) The peptide sequence is GELQLVDKIDAAFKI. The MHC is DRB1_1101 with pseudo-sequence DRB1_1101. The binding affinity (normalized) is 0.587. (3) The peptide sequence is GWYRPPFSRVVHLYR. The MHC is HLA-DQA10101-DQB10501 with pseudo-sequence HLA-DQA10101-DQB10501. The binding affinity (normalized) is 0.0689.